From a dataset of Reaction yield outcomes from USPTO patents with 853,638 reactions. Predict the reaction yield, written as a fraction of the theoretical maximum amount of product (1.0 means a 100% yield; for example, 0.34 means a 34% yield). (1) The reactants are [CH3:1][O:2][C:3]1[CH:8]=[C:7]([CH2:9]P(=O)([O-])[O-])[C:6]([O:14][CH3:15])=[CH:5][C:4]=1[CH2:16]P(=O)([O-])[O-].[CH3:21][C:22]([CH3:25])([O-])[CH3:23].[K+].[N+:27]([C:30]1[CH:37]=[CH:36][C:33]([CH:34]=O)=[CH:32][CH:31]=1)([O-:29])=[O:28].Cl. The catalyst is C1COCC1. The product is [CH3:1][O:2][C:3]1[CH:8]=[C:7]([CH:9]=[CH:21][C:22]2[CH:25]=[CH:37][C:30]([N+:27]([O-:29])=[O:28])=[CH:31][CH:23]=2)[C:6]([O:14][CH3:15])=[CH:5][C:4]=1[CH:16]=[CH:34][C:33]1[CH:36]=[CH:37][C:30]([N+:27]([O-:29])=[O:28])=[CH:31][CH:32]=1. The yield is 0.680. (2) The reactants are Cl.Cl.[NH2:3][C:4]1[N:9]=[CH:8][N:7]=[C:6]2[N:10]([CH:16]([C:18]3[C:19]([O:31][CH3:32])=[C:20]([CH:27]4[CH2:30][NH:29][CH2:28]4)[C:21]([CH3:26])=[C:22]([CH:25]=3)[C:23]#[N:24])[CH3:17])[N:11]=[C:12]([CH:13]([F:15])[F:14])[C:5]=12.[Si]([O:50][C@@H:51]([CH3:54])[CH:52]=O)(C(C)(C)C)(C1C=CC=CC=1)C1C=CC=CC=1.C(N(CC)CC)C.C(O[BH-](OC(=O)C)OC(=O)C)(=O)C.[Na+].[F-].C([N+](CCCC)(CCCC)CCCC)CCC. The catalyst is C(Cl)Cl.O1CCCC1. The product is [NH2:3][C:4]1[N:9]=[CH:8][N:7]=[C:6]2[N:10]([CH:16]([C:18]3[C:19]([O:31][CH3:32])=[C:20]([CH:27]4[CH2:30][N:29]([CH2:52][C@@H:51]([OH:50])[CH3:54])[CH2:28]4)[C:21]([CH3:26])=[C:22]([CH:25]=3)[C:23]#[N:24])[CH3:17])[N:11]=[C:12]([CH:13]([F:14])[F:15])[C:5]=12. The yield is 0.0660. (3) The reactants are [CH2:1]([C:3]1[CH:11]=[C:10]([CH2:12][CH3:13])[C:9](I)=[CH:8][C:4]=1[C:5]([OH:7])=[O:6])[CH3:2].[Li]CCCC.Cl[C:21]([O:23][CH3:24])=[O:22]. The catalyst is O1CCCC1. The product is [CH2:1]([C:3]1[CH:11]=[C:10]([CH2:12][CH3:13])[C:9]([C:21]([O:23][CH3:24])=[O:22])=[CH:8][C:4]=1[C:5]([OH:7])=[O:6])[CH3:2]. The yield is 0.250. (4) The reactants are [C:1](=[O:40])(OC1C=CC([N+]([O-])=O)=CC=1)[O:2][C@@H:3]1[CH2:19][C@@H:18]2[C@@:6]([CH3:29])([C@@H:7]3[C@@H:15]([CH2:16][CH2:17]2)[C@:14]2([OH:20])[C@@:10]([CH3:28])([C@@H:11]([C:21]4[CH:22]=[CH:23][C:24](=[O:27])[O:25][CH:26]=4)[CH2:12][CH2:13]2)[CH2:9][CH2:8]3)[CH2:5][CH2:4]1.[O:41]1[CH2:46][CH2:45][N:44]([CH2:47][CH2:48][NH2:49])[CH2:43][CH2:42]1. The catalyst is C(Cl)Cl. The product is [O:41]1[CH2:46][CH2:45][N:44]([CH2:47][CH2:48][NH:49][C:1](=[O:40])[O:2][C@@H:3]2[CH2:19][C@@H:18]3[C@@:6]([CH3:29])([C@@H:7]4[C@@H:15]([CH2:16][CH2:17]3)[C@:14]3([OH:20])[C@@:10]([CH3:28])([C@@H:11]([C:21]5[CH:22]=[CH:23][C:24](=[O:27])[O:25][CH:26]=5)[CH2:12][CH2:13]3)[CH2:9][CH2:8]4)[CH2:5][CH2:4]2)[CH2:43][CH2:42]1. The yield is 0.614. (5) The reactants are Cl[C:2]1[N:7]=[C:6]([CH3:8])[CH:5]=[CH:4][N:3]=1.[F-].[K+].C1OCCOCCOCCOCCOCCOC1.[C:29]([N:32]1[C:41]2[C:36](=[CH:37][C:38]([C:42]3[CH2:47][CH2:46][N:45]([C:48]([O:50][C:51]([CH3:54])([CH3:53])[CH3:52])=[O:49])[CH2:44][CH:43]=3)=[CH:39][CH:40]=2)[C@H:35]([NH2:55])[C@@H:34]([CH3:56])[C@@H:33]1[CH3:57])(=[O:31])[CH3:30].CCN(C(C)C)C(C)C. The catalyst is CS(C)=O.C(OCC)C. The product is [C:29]([N:32]1[C:41]2[C:36](=[CH:37][C:38]([C:42]3[CH2:47][CH2:46][N:45]([C:48]([O:50][C:51]([CH3:54])([CH3:53])[CH3:52])=[O:49])[CH2:44][CH:43]=3)=[CH:39][CH:40]=2)[C@H:35]([NH:55][C:2]2[N:7]=[C:6]([CH3:8])[CH:5]=[CH:4][N:3]=2)[C@@H:34]([CH3:56])[C@@H:33]1[CH3:57])(=[O:31])[CH3:30]. The yield is 0.270. (6) The reactants are [F:1][C:2]1[CH:7]=[CH:6][CH:5]=[CH:4][C:3]=1[NH:8][C:9]([NH2:11])=[S:10].BrBr. The catalyst is C(Cl)(Cl)Cl. The product is [F:1][C:2]1[C:3]2[N:8]=[C:9]([NH2:11])[S:10][C:4]=2[CH:5]=[CH:6][CH:7]=1. The yield is 0.720. (7) The reactants are [CH3:1][N:2]([CH3:25])[C:3]([C:5]1[N:6]=[C:7]([C:13]2[CH:14]=[N:15][C:16]([NH:19][C:20]([NH:22][CH2:23][CH3:24])=[O:21])=[CH:17][CH:18]=2)[S:8][C:9]=1[C:10]([OH:12])=O)=[O:4].C1C=C[C:29]2N(O)N=[N:32][C:30]=2C=1.CN1CCOCC1.CCN=C=NCCCN(C)C.Cl.C(N)C. The catalyst is CN(C)C=O.C(OCC)(=O)C. The product is [CH2:30]([NH:32][C:10]([C:9]1[S:8][C:7]([C:13]2[CH:14]=[N:15][C:16]([NH:19][C:20]([NH:22][CH2:23][CH3:24])=[O:21])=[CH:17][CH:18]=2)=[N:6][C:5]=1[C:3]([N:2]([CH3:1])[CH3:25])=[O:4])=[O:12])[CH3:29]. The yield is 0.200. (8) The reactants are [Br:1][C:2]1[C:10]2[C:5]([NH:6][CH:7]=[N:8][C:9]=2[Cl:11])=[N:4][CH:3]=1.[O:12]1[CH2:15][CH:14](O)[CH2:13]1.C1(P(C2C=CC=CC=2)C2C=CC=CC=2)C=CC=CC=1.CCOC(/N=N/C(OCC)=O)=O. The catalyst is O1CCOCC1. The product is [Br:1][C:2]1[C:10]2[C:9]([Cl:11])=[N:8][CH:7]=[N:6][C:5]=2[N:4]([CH:14]2[CH2:15][O:12][CH2:13]2)[CH:3]=1. The yield is 0.422. (9) The reactants are Cl[C:2]1[C:7]2[CH2:8][C:9]3([CH:15]4[CH2:16][CH2:17][N:12]([CH2:13][CH2:14]4)[CH2:11]3)[O:10][C:6]=2[CH:5]=[CH:4][N:3]=1. The catalyst is CO.[Pd]. The product is [O:10]1[C:6]2[CH:5]=[CH:4][N:3]=[CH:2][C:7]=2[CH2:8][C:9]21[CH:15]1[CH2:14][CH2:13][N:12]([CH2:17][CH2:16]1)[CH2:11]2. The yield is 1.04. (10) The reactants are [F:1][C:2]1[CH:3]=[CH:4][C:5]([O:12][C:13]2[CH:18]=[CH:17][CH:16]=[CH:15][CH:14]=2)=[C:6]([NH:8][C:9](=[O:11])[CH3:10])[CH:7]=1.Br[CH2:20][C:21]1[CH:40]=[C:39]([O:41][CH3:42])[CH:38]=[CH:37][C:22]=1[O:23][CH2:24][CH2:25][O:26][Si:27]([CH:34]([CH3:36])[CH3:35])([CH:31]([CH3:33])[CH3:32])[CH:28]([CH3:30])[CH3:29]. No catalyst specified. The product is [F:1][C:2]1[CH:3]=[CH:4][C:5]([O:12][C:13]2[CH:18]=[CH:17][CH:16]=[CH:15][CH:14]=2)=[C:6]([N:8]([CH2:20][C:21]2[CH:40]=[C:39]([O:41][CH3:42])[CH:38]=[CH:37][C:22]=2[O:23][CH2:24][CH2:25][O:26][Si:27]([CH:34]([CH3:36])[CH3:35])([CH:28]([CH3:30])[CH3:29])[CH:31]([CH3:33])[CH3:32])[C:9](=[O:11])[CH3:10])[CH:7]=1. The yield is 0.560.